This data is from Forward reaction prediction with 1.9M reactions from USPTO patents (1976-2016). The task is: Predict the product of the given reaction. (1) The product is: [CH:2]1([CH2:5][O:6][C:7]2[CH:12]=[C:11]([F:13])[C:10]([CH3:14])=[CH:9][C:8]=2[C:15]2[C:16]3[NH:23][C:22]([CH3:24])=[C:21]([C:25]([NH:27][CH:28]4[CH2:29][CH2:30][N:31]([C:39](=[O:40])[C@@H:38]([OH:37])[CH3:42])[CH2:32][CH2:33]4)=[O:26])[C:17]=3[N:18]=[CH:19][N:20]=2)[CH2:4][CH2:3]1. Given the reactants Cl.[CH:2]1([CH2:5][O:6][C:7]2[CH:12]=[C:11]([F:13])[C:10]([CH3:14])=[CH:9][C:8]=2[C:15]2[C:16]3[NH:23][C:22]([CH3:24])=[C:21]([C:25]([NH:27][CH:28]4[CH2:33][CH2:32][NH:31][CH2:30][CH2:29]4)=[O:26])[C:17]=3[N:18]=[CH:19][N:20]=2)[CH2:4][CH2:3]1.C([O:37][C@@H:38]([CH3:42])[C:39](Cl)=[O:40])(=O)C, predict the reaction product. (2) Given the reactants [Si:1]([O:8][C@H:9]1[C@@H:13]([O:14][Si:15]([C:18]([CH3:21])([CH3:20])[CH3:19])([CH3:17])[CH3:16])[C@H:12]([N:22]2[CH:27]=[CH:26][C:25](=[O:28])[N:24]([CH2:29][C:30]3[CH:35]=[CH:34][C:33]([O:36][CH3:37])=[CH:32][CH:31]=3)[C:23]2=[O:38])[O:11][CH:10]1[C@H:39]([OH:79])[C@H:40]([NH:48][C:49](=[O:78])[CH2:50][CH2:51][CH2:52][CH2:53][CH2:54][CH2:55][CH2:56][CH2:57][CH2:58][CH2:59][NH:60]C(OCC1C2C=CC=CC=2C2C1=CC=CC=2)=O)[C:41]([O:43][C:44]([CH3:47])([CH3:46])[CH3:45])=[O:42])([C:4]([CH3:7])([CH3:6])[CH3:5])([CH3:3])[CH3:2].N1CCCCC1, predict the reaction product. The product is: [NH2:60][CH2:59][CH2:58][CH2:57][CH2:56][CH2:55][CH2:54][CH2:53][CH2:52][CH2:51][CH2:50][C:49]([NH:48][C@@H:40]([C@H:39]([CH:10]1[C@@H:9]([O:8][Si:1]([C:4]([CH3:5])([CH3:6])[CH3:7])([CH3:3])[CH3:2])[C@@H:13]([O:14][Si:15]([C:18]([CH3:21])([CH3:20])[CH3:19])([CH3:17])[CH3:16])[C@H:12]([N:22]2[CH:27]=[CH:26][C:25](=[O:28])[N:24]([CH2:29][C:30]3[CH:31]=[CH:32][C:33]([O:36][CH3:37])=[CH:34][CH:35]=3)[C:23]2=[O:38])[O:11]1)[OH:79])[C:41]([O:43][C:44]([CH3:45])([CH3:46])[CH3:47])=[O:42])=[O:78].